Dataset: Full USPTO retrosynthesis dataset with 1.9M reactions from patents (1976-2016). Task: Predict the reactants needed to synthesize the given product. (1) Given the product [ClH:1].[OH:3][C:4]1[CH:23]=[CH:22][C:21]([O:24][C:25]([F:28])([F:26])[F:27])=[CH:20][C:5]=1[CH2:6][C@@H:7]1[CH2:12][CH2:11][CH2:10][N:9]([NH2:13])[C@@H:8]1[C:14]1[CH:15]=[CH:16][CH:17]=[CH:18][CH:19]=1, predict the reactants needed to synthesize it. The reactants are: [ClH:1].C[O:3][C:4]1[CH:23]=[CH:22][C:21]([O:24][C:25]([F:28])([F:27])[F:26])=[CH:20][C:5]=1[CH2:6][C@@H:7]1[CH2:12][CH2:11][CH2:10][N:9]([NH2:13])[C@@H:8]1[C:14]1[CH:19]=[CH:18][CH:17]=[CH:16][CH:15]=1.OC1C=CC(OC(F)(F)F)=CC=1C=O. (2) Given the product [F:13][C:10]([F:11])([F:12])[C:8]1[CH:7]=[CH:6][C:5]([O:14][C:15]2[CH:16]=[C:17]3[C:22](=[CH:23][CH:24]=2)[O:21][CH:20]([C:25]2[CH:26]=[CH:27][CH:28]=[CH:29][CH:30]=2)[CH2:19][CH2:18]3)=[C:4]([CH:9]=1)[NH2:1], predict the reactants needed to synthesize it. The reactants are: [N+:1]([C:4]1[CH:9]=[C:8]([C:10]([F:13])([F:12])[F:11])[CH:7]=[CH:6][C:5]=1[O:14][C:15]1[CH:16]=[C:17]2[C:22](=[CH:23][CH:24]=1)[O:21][CH:20]([C:25]1[CH:30]=[CH:29][CH:28]=[CH:27][CH:26]=1)[CH2:19][CH2:18]2)([O-])=O.C1(C2CCC3C(=CC=C(OC4C=CC=CC=4N)C=3)O2)C=CC=CC=1. (3) Given the product [C:1]([O:5][C:6](=[O:7])[N:8]([C:9]1[N:17]=[CH:16][N:15]=[C:14]2[C:10]=1[N:11]=[CH:12][N:13]2[C:18]1[CH:19]=[CH:20][C:21]([NH:24][C:25]([NH:26][C:27]2[CH:35]=[C:34]([C:36]([F:38])([F:39])[F:37])[CH:33]=[C:29]([C:30](=[O:32])[NH:50][CH:51]([CH2:54][OH:55])[CH2:52][OH:53])[CH:28]=2)=[O:40])=[CH:22][CH:23]=1)[CH3:41])([CH3:3])([CH3:2])[CH3:4], predict the reactants needed to synthesize it. The reactants are: [C:1]([O:5][C:6]([N:8]([CH3:41])[C:9]1[N:17]=[CH:16][N:15]=[C:14]2[C:10]=1[N:11]=[CH:12][N:13]2[C:18]1[CH:23]=[CH:22][C:21]([NH:24][C:25](=[O:40])[NH:26][C:27]2[CH:28]=[C:29]([CH:33]=[C:34]([C:36]([F:39])([F:38])[F:37])[CH:35]=2)[C:30]([OH:32])=O)=[CH:20][CH:19]=1)=[O:7])([CH3:4])([CH3:3])[CH3:2].C(Cl)(=O)C(Cl)=O.CO.[NH2:50][CH:51]([CH2:54][OH:55])[CH2:52][OH:53].